This data is from Full USPTO retrosynthesis dataset with 1.9M reactions from patents (1976-2016). The task is: Predict the reactants needed to synthesize the given product. (1) Given the product [NH2:2][C:1]1[CH2:3][C:4]([C:5]([O:7][CH2:8][CH3:9])=[O:6])=[CH:10][C:11]2[CH:16]=[CH:15][C:14]([C:17]([F:23])([F:22])[C:18]([F:21])([F:20])[F:19])=[CH:13][C:12]=2[N:24]=1, predict the reactants needed to synthesize it. The reactants are: [C:1]([CH2:3]/[C:4](=[CH:10]\[C:11]1[CH:16]=[CH:15][C:14]([C:17]([F:23])([F:22])[C:18]([F:21])([F:20])[F:19])=[CH:13][C:12]=1[N+:24]([O-])=O)/[C:5]([O:7][CH2:8][CH3:9])=[O:6])#[N:2]. (2) Given the product [C:8]([C:5]1[CH:6]=[CH:7][C:2]([O:1][CH2:15][C:16]([O:18][CH2:19][CH3:20])=[O:17])=[CH:3][C:4]=1[N+:11]([O-:13])=[O:12])(=[O:10])[CH3:9], predict the reactants needed to synthesize it. The reactants are: [OH:1][C:2]1[CH:7]=[CH:6][C:5]([C:8](=[O:10])[CH3:9])=[C:4]([N+:11]([O-:13])=[O:12])[CH:3]=1.Br[CH2:15][C:16]([O:18][CH2:19][CH3:20])=[O:17].C(=O)([O-])[O-].[K+].[K+].CN(C=O)C.